Task: Regression. Given two drug SMILES strings and cell line genomic features, predict the synergy score measuring deviation from expected non-interaction effect.. Dataset: Merck oncology drug combination screen with 23,052 pairs across 39 cell lines (1) Synergy scores: synergy=-3.82. Drug 2: CC(C)CC(NC(=O)C(Cc1ccccc1)NC(=O)c1cnccn1)B(O)O. Cell line: OV90. Drug 1: N.N.O=C(O)C1(C(=O)O)CCC1.[Pt]. (2) Drug 1: CN1C(=O)C=CC2(C)C3CCC4(C)C(NC(=O)OCC(F)(F)F)CCC4C3CCC12. Drug 2: N.N.O=C(O)C1(C(=O)O)CCC1.[Pt]. Cell line: SW620. Synergy scores: synergy=1.76. (3) Drug 1: O=C(O)C1(Cc2cccc(Nc3nccs3)n2)CCC(Oc2cccc(Cl)c2F)CC1. Drug 2: NC(=O)c1cccc2cn(-c3ccc(C4CCCNC4)cc3)nc12. Cell line: SW620. Synergy scores: synergy=21.1. (4) Drug 1: C=CCn1c(=O)c2cnc(Nc3ccc(N4CCN(C)CC4)cc3)nc2n1-c1cccc(C(C)(C)O)n1. Drug 2: NC1CCCCC1N.O=C(O)C(=O)O.[Pt+2]. Cell line: A375. Synergy scores: synergy=-1.37.